Dataset: Reaction yield outcomes from USPTO patents with 853,638 reactions. Task: Predict the reaction yield, written as a fraction of the theoretical maximum amount of product (1.0 means a 100% yield; for example, 0.34 means a 34% yield). (1) The reactants are [NH:1]1[CH2:6][CH2:5][CH:4]([O:7][C:8](=[O:22])[NH:9][C:10]2[CH:15]=[CH:14][CH:13]=[CH:12][C:11]=2[C:16]2[CH:21]=[CH:20][CH:19]=[CH:18][CH:17]=2)[CH2:3][CH2:2]1.[C:23]([OH:27])(=[O:26])[CH:24]=[CH2:25]. The catalyst is C(Cl)Cl. The product is [C:11]1([C:16]2[CH:21]=[CH:20][CH:19]=[CH:18][CH:17]=2)[CH:12]=[CH:13][CH:14]=[CH:15][C:10]=1[NH:9][C:8]([O:7][CH:4]1[CH2:3][CH2:2][N:1]([CH2:25][CH2:24][C:23]([OH:27])=[O:26])[CH2:6][CH2:5]1)=[O:22]. The yield is 0.990. (2) The reactants are [NH:1]1[CH2:7][CH2:6][CH2:5][NH:4][CH2:3][CH2:2]1.[C:8](=[O:11])([O-])[O-:9].[Cs+].[Cs+].C1(P(C2C=CC=CC=2)[C:21]2C=CC3[C:23](=CC=CC=3)[C:22]=2[C:31]2C3C(=CC=CC=3)C=CC=2P(C2C=CC=CC=2)C2C=CC=CC=2)C=CC=CC=1.FC(F)(F)S(O[C:66]1[CH:75]=[CH:74][CH:73]=[C:72]2[C:67]=1[CH:68]=[CH:69][C:70]([CH3:76])=[N:71]2)(=O)=O. The catalyst is C1(C)C=CC=CC=1.C([O-])(=O)C.[Pd+2].C([O-])(=O)C. The product is [C:22]([O:9][C:8]([N:1]1[CH2:7][CH2:6][CH2:5][N:4]([C:66]2[CH:75]=[CH:74][CH:73]=[C:72]3[C:67]=2[CH:68]=[CH:69][C:70]([CH3:76])=[N:71]3)[CH2:3][CH2:2]1)=[O:11])([CH3:31])([CH3:23])[CH3:21]. The yield is 0.620.